This data is from Forward reaction prediction with 1.9M reactions from USPTO patents (1976-2016). The task is: Predict the product of the given reaction. (1) The product is: [Cl:1][C:2]1[CH:3]=[C:4]([CH:9]2[CH2:14][C:13]([CH3:28])([S:15]([C:18]3[CH:23]=[CH:22][CH:21]=[C:20]([C:24]([F:27])([F:25])[F:26])[CH:19]=3)(=[O:17])=[O:16])[CH2:12][CH2:11][O:10]2)[CH:5]=[CH:6][C:7]=1[F:8]. Given the reactants [Cl:1][C:2]1[CH:3]=[C:4]([CH:9]2[CH2:14][CH:13]([S:15]([C:18]3[CH:23]=[CH:22][CH:21]=[C:20]([C:24]([F:27])([F:26])[F:25])[CH:19]=3)(=[O:17])=[O:16])[CH2:12][CH2:11][O:10]2)[CH:5]=[CH:6][C:7]=1[F:8].[CH3:28]C([O-])(C)C.[K+].CI, predict the reaction product. (2) Given the reactants [I-:1].[Na+].Cl[CH2:4][CH:5]([C:7]1[CH:8]=[C:9]([NH:13][S:14]([C:17]2[CH:22]=[CH:21][CH:20]=[CH:19][CH:18]=2)(=[O:16])=[O:15])[CH:10]=[CH:11][CH:12]=1)[OH:6], predict the reaction product. The product is: [I:1][CH2:4][CH:5]([C:7]1[CH:8]=[C:9]([NH:13][S:14]([C:17]2[CH:22]=[CH:21][CH:20]=[CH:19][CH:18]=2)(=[O:16])=[O:15])[CH:10]=[CH:11][CH:12]=1)[OH:6]. (3) Given the reactants [C:1]([C:5]1[CH:25]=[CH:24][C:8]([CH2:9][N:10]2[C:14](=[O:15])[N:13]([CH2:16][CH2:17][CH2:18][CH2:19][CH2:20][CH3:21])[C:12]([CH2:22][OH:23])=[N:11]2)=[CH:7][CH:6]=1)([CH3:4])([CH3:3])[CH3:2].C([O:30][C:31](=[O:45])[C:32]([CH3:44])([O:34][C:35]1[CH:43]=[CH:42][C:38]([C:39](O)=[O:40])=[CH:37][CH:36]=1)[CH3:33])(C)(C)C.C(Cl)CCl, predict the reaction product. The product is: [C:1]([C:5]1[CH:25]=[CH:24][C:8]([CH2:9][N:10]2[C:14](=[O:15])[N:13]([CH2:16][CH2:17][CH2:18][CH2:19][CH2:20][CH3:21])[C:12]([CH2:22][O:23][C:39]([C:38]3[CH:42]=[CH:43][C:35]([O:34][C:32]([CH3:33])([CH3:44])[C:31]([OH:45])=[O:30])=[CH:36][CH:37]=3)=[O:40])=[N:11]2)=[CH:7][CH:6]=1)([CH3:2])([CH3:3])[CH3:4].